From a dataset of Forward reaction prediction with 1.9M reactions from USPTO patents (1976-2016). Predict the product of the given reaction. Given the reactants Cl.[CH3:2][O:3][C:4](=[O:9])[C@H:5]([CH2:7][OH:8])[NH2:6].[S:10]1[CH:14]=[CH:13][CH:12]=[C:11]1[S:15](Cl)(=[O:17])=[O:16], predict the reaction product. The product is: [OH:8][CH2:7][C@H:5]([NH:6][S:15]([C:11]1[S:10][CH:14]=[CH:13][CH:12]=1)(=[O:17])=[O:16])[C:4]([O:3][CH3:2])=[O:9].